Task: Predict the reactants needed to synthesize the given product.. Dataset: Full USPTO retrosynthesis dataset with 1.9M reactions from patents (1976-2016) (1) Given the product [OH:1][C:2]([CH3:34])([CH3:35])[CH2:3][C@@:4]1([C:28]2[CH:33]=[CH:32][CH:31]=[CH:30][CH:29]=2)[O:9][C:8](=[O:10])[N:7]([C@H:11]([C:13]2[CH:14]=[CH:15][C:16]([C:37]3[N:38]=[N:39][C:40]([CH3:43])=[CH:41][CH:42]=3)=[CH:17][CH:18]=2)[CH3:12])[CH2:6][CH2:5]1, predict the reactants needed to synthesize it. The reactants are: [OH:1][C:2]([CH3:35])([CH3:34])[CH2:3][C@@:4]1([C:28]2[CH:33]=[CH:32][CH:31]=[CH:30][CH:29]=2)[O:9][C:8](=[O:10])[N:7]([C@H:11]([C:13]2[CH:18]=[CH:17][C:16](B3OC(C)(C)C(C)(C)O3)=[CH:15][CH:14]=2)[CH3:12])[CH2:6][CH2:5]1.Cl[C:37]1[N:38]=[N:39][C:40]([CH3:43])=[CH:41][CH:42]=1. (2) Given the product [F:1][C:2]1[CH:10]=[CH:9][C:5]([CH2:6][CH2:7][NH:8][CH:12]([CH3:14])[CH3:11])=[CH:4][CH:3]=1, predict the reactants needed to synthesize it. The reactants are: [F:1][C:2]1[CH:10]=[CH:9][C:5]([CH2:6][CH2:7][NH2:8])=[CH:4][CH:3]=1.[CH3:11][C:12]([CH3:14])=O.CO.C([BH3-])#N.[Na+]. (3) Given the product [CH:7]1([CH2:13][C:14]([NH:35][C:34]2[C:25]([S:24][CH2:22][CH3:23])=[N:26][C:27]3[C:32]([CH:33]=2)=[CH:31][CH:30]=[CH:29][CH:28]=3)=[O:16])[CH2:8][CH2:9][CH2:10][CH2:11][CH2:12]1, predict the reactants needed to synthesize it. The reactants are: C(Cl)(=O)C(Cl)=O.[CH:7]1([CH2:13][C:14]([OH:16])=O)[CH2:12][CH2:11][CH2:10][CH2:9][CH2:8]1.C([O-])(O)=O.[Na+].[CH2:22]([S:24][C:25]1[C:34]([NH2:35])=[CH:33][C:32]2[C:27](=[CH:28][CH:29]=[CH:30][CH:31]=2)[N:26]=1)[CH3:23]. (4) Given the product [F:27][C:28]1[N:33]2[CH:34]=[C:35]([CH2:37][C@@H:38]3[CH2:43][CH2:42][CH2:41][CH2:40][N:39]3[C:7]([C:5]3[N:6]=[C:2]([CH3:1])[S:3][C:4]=3[C:10]3[CH:15]=[CH:14][CH:13]=[CH:12][CH:11]=3)=[O:9])[N:36]=[C:32]2[CH:31]=[CH:30][CH:29]=1, predict the reactants needed to synthesize it. The reactants are: [CH3:1][C:2]1[S:3][C:4]([C:10]2[CH:15]=[CH:14][CH:13]=[CH:12][CH:11]=2)=[C:5]([C:7]([OH:9])=O)[N:6]=1.C(Cl)(=O)C(Cl)=O.CN(C=O)C.[F:27][C:28]1[N:33]2[CH:34]=[C:35]([CH2:37][C@@H:38]3[CH2:43][CH2:42][CH2:41][CH2:40][NH:39]3)[N:36]=[C:32]2[CH:31]=[CH:30][CH:29]=1. (5) Given the product [C:18]([O:21][C:22]1[CH:31]=[CH:30][C:25]2[N:26]=[C:27]([N:13]3[CH2:14][CH2:15][CH2:16][CH2:17][C@H:12]3[C:10]([O:9][CH2:2][C:3]3[CH:4]=[CH:5][CH:6]=[CH:7][CH:8]=3)=[O:11])[O:28][C:24]=2[CH:23]=1)(=[O:20])[CH3:19], predict the reactants needed to synthesize it. The reactants are: [Cl-].[CH2:2]([O:9][C:10]([C@@H:12]1[CH2:17][CH2:16][CH2:15][CH2:14][NH2+:13]1)=[O:11])[C:3]1[CH:8]=[CH:7][CH:6]=[CH:5][CH:4]=1.[C:18]([O:21][C:22]1[CH:31]=[CH:30][C:25]2[N:26]=[C:27](Cl)[O:28][C:24]=2[CH:23]=1)(=[O:20])[CH3:19]. (6) The reactants are: [CH3:1][O:2][C:3](=[O:14])[C:4]1[CH:9]=[C:8]([CH2:10]O)[C:7]([NH2:12])=[C:6]([F:13])[CH:5]=1.C(Br)(Br)(Br)[Br:16].C1C=CC(P(C2C=CC=CC=2)C2C=CC=CC=2)=CC=1. Given the product [CH3:1][O:2][C:3](=[O:14])[C:4]1[CH:5]=[C:6]([F:13])[C:7]([NH2:12])=[C:8]([CH2:10][Br:16])[CH:9]=1, predict the reactants needed to synthesize it. (7) Given the product [CH3:14][C:5]1([CH3:15])[N:4]([C:16]([O:18][C:19]([CH3:21])([CH3:20])[CH3:22])=[O:17])[C@H:3](/[CH:45]=[CH:42]/[CH:43]=[O:44])[C@@H:7]([C:8]2[CH:13]=[CH:12][CH:11]=[CH:10][CH:9]=2)[O:6]1, predict the reactants needed to synthesize it. The reactants are: C([C@@H:3]1[C@@H:7]([C:8]2[CH:13]=[CH:12][CH:11]=[CH:10][CH:9]=2)[O:6][C:5]([CH3:15])([CH3:14])[N:4]1[C:16]([O:18][C:19]([CH3:22])([CH3:21])[CH3:20])=[O:17])=O.C1(P(=[CH:42][CH:43]=[O:44])(C2C=CC=CC=2)C2C=CC=CC=2)C=CC=CC=1.[CH2:45](Cl)Cl. (8) Given the product [Cl:32][C:15]1[CH:16]=[C:17]([C:21]([NH:23][CH2:24][C:25]2[CH:30]=[CH:29][CH:28]=[C:27]([OH:31])[CH:26]=2)=[O:22])[CH:18]=[C:19]([CH3:20])[C:14]=1[C:13]([NH:12]/[C:4](=[CH:5]\[C:6]1[CH:7]=[CH:8][CH:9]=[CH:10][CH:11]=1)/[C:3]([OH:34])=[O:2])=[O:33], predict the reactants needed to synthesize it. The reactants are: C[O:2][C:3](=[O:34])/[C:4](/[NH:12][C:13](=[O:33])[C:14]1[C:19]([CH3:20])=[CH:18][C:17]([C:21]([NH:23][CH2:24][C:25]2[CH:30]=[CH:29][CH:28]=[C:27]([OH:31])[CH:26]=2)=[O:22])=[CH:16][C:15]=1[Cl:32])=[CH:5]/[C:6]1[CH:11]=[CH:10][CH:9]=[CH:8][CH:7]=1.O.[OH-].[Li+].